This data is from Forward reaction prediction with 1.9M reactions from USPTO patents (1976-2016). The task is: Predict the product of the given reaction. Given the reactants [Cl:1][C:2]1[CH:3]=[C:4]([C:15](=O)[CH3:16])[CH:5]=[N:6][C:7]=1[O:8][CH2:9][CH2:10][C:11]([F:14])([F:13])[F:12].[CH3:18][C:19]([S@:22]([NH2:24])=[O:23])([CH3:21])[CH3:20], predict the reaction product. The product is: [Cl:1][C:2]1[CH:3]=[C:4]([CH:15]([NH:24][S@@:22]([C:19]([CH3:21])([CH3:20])[CH3:18])=[O:23])[CH3:16])[CH:5]=[N:6][C:7]=1[O:8][CH2:9][CH2:10][C:11]([F:14])([F:13])[F:12].